Regression. Given two drug SMILES strings and cell line genomic features, predict the synergy score measuring deviation from expected non-interaction effect. From a dataset of NCI-60 drug combinations with 297,098 pairs across 59 cell lines. (1) Drug 1: C1=CC=C(C=C1)NC(=O)CCCCCCC(=O)NO. Drug 2: N.N.Cl[Pt+2]Cl. Cell line: HOP-62. Synergy scores: CSS=40.0, Synergy_ZIP=-0.625, Synergy_Bliss=4.89, Synergy_Loewe=-3.92, Synergy_HSA=6.24. (2) Drug 1: C1CCN(CC1)CCOC2=CC=C(C=C2)C(=O)C3=C(SC4=C3C=CC(=C4)O)C5=CC=C(C=C5)O. Drug 2: C1C(C(OC1N2C=NC(=NC2=O)N)CO)O. Cell line: MCF7. Synergy scores: CSS=23.1, Synergy_ZIP=-6.24, Synergy_Bliss=-4.24, Synergy_Loewe=2.59, Synergy_HSA=3.06. (3) Drug 1: CCC1(CC2CC(C3=C(CCN(C2)C1)C4=CC=CC=C4N3)(C5=C(C=C6C(=C5)C78CCN9C7C(C=CC9)(C(C(C8N6C=O)(C(=O)OC)O)OC(=O)C)CC)OC)C(=O)OC)O.OS(=O)(=O)O. Drug 2: C(CC(=O)O)C(=O)CN.Cl. Cell line: OVCAR-8. Synergy scores: CSS=2.34, Synergy_ZIP=-0.960, Synergy_Bliss=1.83, Synergy_Loewe=-1.23, Synergy_HSA=-0.151. (4) Drug 1: C1=CC(=C2C(=C1NCCNCCO)C(=O)C3=C(C=CC(=C3C2=O)O)O)NCCNCCO. Drug 2: B(C(CC(C)C)NC(=O)C(CC1=CC=CC=C1)NC(=O)C2=NC=CN=C2)(O)O. Cell line: IGROV1. Synergy scores: CSS=39.9, Synergy_ZIP=-1.40, Synergy_Bliss=-1.77, Synergy_Loewe=-1.37, Synergy_HSA=-0.965. (5) Drug 2: CCCCC(=O)OCC(=O)C1(CC(C2=C(C1)C(=C3C(=C2O)C(=O)C4=C(C3=O)C=CC=C4OC)O)OC5CC(C(C(O5)C)O)NC(=O)C(F)(F)F)O. Drug 1: C1=NC(=NC(=O)N1C2C(C(C(O2)CO)O)O)N. Cell line: MDA-MB-435. Synergy scores: CSS=13.6, Synergy_ZIP=-2.59, Synergy_Bliss=3.20, Synergy_Loewe=0.250, Synergy_HSA=0.630. (6) Drug 1: C1=NC(=NC(=O)N1C2C(C(C(O2)CO)O)O)N. Drug 2: C1CNP(=O)(OC1)N(CCCl)CCCl. Cell line: HL-60(TB). Synergy scores: CSS=-3.13, Synergy_ZIP=9.45, Synergy_Bliss=9.44, Synergy_Loewe=-83.3, Synergy_HSA=-17.1. (7) Drug 1: C1=CC(=CC=C1CCCC(=O)O)N(CCCl)CCCl. Drug 2: CC1=C(C(CCC1)(C)C)C=CC(=CC=CC(=CC(=O)O)C)C. Cell line: T-47D. Synergy scores: CSS=22.6, Synergy_ZIP=-9.80, Synergy_Bliss=-9.18, Synergy_Loewe=-6.58, Synergy_HSA=-6.00. (8) Drug 1: CC(CN1CC(=O)NC(=O)C1)N2CC(=O)NC(=O)C2. Drug 2: CC1C(C(CC(O1)OC2CC(CC3=C2C(=C4C(=C3O)C(=O)C5=C(C4=O)C(=CC=C5)OC)O)(C(=O)C)O)N)O.Cl. Cell line: HOP-62. Synergy scores: CSS=35.3, Synergy_ZIP=3.56, Synergy_Bliss=10.7, Synergy_Loewe=-3.29, Synergy_HSA=8.76.